This data is from Forward reaction prediction with 1.9M reactions from USPTO patents (1976-2016). The task is: Predict the product of the given reaction. (1) Given the reactants [C:1]([O:4][C@H:5]1[CH2:10][CH2:9][C@@:8]([C@H:12]2[CH2:20][CH2:19][C@@:18]3([CH3:21])[C@@H:14]([CH2:15][CH2:16][C:17]3=[CH2:22])[C@@H:13]2[CH2:23][OH:24])([CH3:11])[C@@H:7]([CH2:25][O:26][Si:27]([C:30]([CH3:33])([CH3:32])[CH3:31])([CH3:29])[CH3:28])[CH2:6]1)(=[O:3])[CH3:2].[CH3:34][S:35](Cl)(=[O:37])=[O:36].C([O-])(O)=O.[Na+], predict the reaction product. The product is: [C:1]([O:4][C@H:5]1[CH2:10][CH2:9][C@:8]([CH3:11])([C@H:12]2[CH2:20][CH2:19][C@@:18]3([CH3:21])[C@@H:14]([CH2:15][CH2:16][C:17]3=[CH2:22])[C@@H:13]2[CH2:23][O:24][S:35]([CH3:34])(=[O:37])=[O:36])[C@@H:7]([CH2:25][O:26][Si:27]([C:30]([CH3:33])([CH3:32])[CH3:31])([CH3:28])[CH3:29])[CH2:6]1)(=[O:3])[CH3:2]. (2) The product is: [Br:1][C:2]1[CH:7]=[CH:6][N:5]=[C:4]([C:8](=[O:16])[CH2:9][CH2:10][CH:11]=[O:12])[CH:3]=1. Given the reactants [Br:1][C:2]1[CH:7]=[CH:6][N:5]=[C:4]([C:8](=[O:16])[CH2:9][CH2:10][CH:11](OC)[O:12]C)[CH:3]=1.FC(F)(F)C(O)=O, predict the reaction product. (3) Given the reactants [F:1][C:2]([F:45])([F:44])[C:3]1[CH:4]=[C:5]([CH:37]=[C:38]([C:40]([F:43])([F:42])[F:41])[CH:39]=1)[CH2:6][N:7]([C:30]1[N:35]=[CH:34][C:33](Br)=[CH:32][N:31]=1)[CH2:8][C:9]1[C:10]([C:19]2[CH:24]=[C:23]([CH:25]([CH3:27])[CH3:26])[CH:22]=[CH:21][C:20]=2[O:28][CH3:29])=[N:11][C:12]2[C:17]([CH:18]=1)=[CH:16][CH:15]=[CH:14][CH:13]=2.CC(C)([O-])C.[Na+].C(P(C(C)(C)C)C1C=CC=CC=1C1C=CC=CC=1)(C)(C)C.[NH:73]1[CH2:78][CH2:77][CH:76]([C:79]([O:81][CH2:82][CH3:83])=[O:80])[CH2:75][CH2:74]1, predict the reaction product. The product is: [F:1][C:2]([F:45])([F:44])[C:3]1[CH:4]=[C:5]([CH:37]=[C:38]([C:40]([F:43])([F:42])[F:41])[CH:39]=1)[CH2:6][N:7]([CH2:8][C:9]1[C:10]([C:19]2[CH:24]=[C:23]([CH:25]([CH3:27])[CH3:26])[CH:22]=[CH:21][C:20]=2[O:28][CH3:29])=[N:11][C:12]2[C:17]([CH:18]=1)=[CH:16][CH:15]=[CH:14][CH:13]=2)[C:30]1[N:35]=[CH:34][C:33]([N:73]2[CH2:78][CH2:77][CH:76]([C:79]([O:81][CH2:82][CH3:83])=[O:80])[CH2:75][CH2:74]2)=[CH:32][N:31]=1. (4) Given the reactants [CH3:1][O:2][C:3]1[CH:8]=[CH:7][C:6]([O:9][C:10]([F:13])([F:12])[F:11])=[CH:5][C:4]=1[CH2:14][NH2:15].[Br:16][C:17]1[S:21][C:20]2=[N:22][C:23]([C:25](O)=[O:26])=[CH:24][N:19]2[CH:18]=1, predict the reaction product. The product is: [Br:16][C:17]1[S:21][C:20]2=[N:22][C:23]([C:25]([NH:15][CH2:14][C:4]3[CH:5]=[C:6]([O:9][C:10]([F:12])([F:11])[F:13])[CH:7]=[CH:8][C:3]=3[O:2][CH3:1])=[O:26])=[CH:24][N:19]2[CH:18]=1. (5) The product is: [CH2:35]([C:11]1([NH:14][C:15]([C:17]2[C:18]([NH:25][CH2:26][CH:27]3[CH2:34][CH2:33][C:30]4([CH2:31][CH2:32]4)[CH2:29][CH2:28]3)=[N:19][C:20]([C:23]#[N:24])=[N:21][CH:22]=2)=[O:16])[CH2:12][CH2:13][N:8]([CH:55]([CH3:57])[CH3:56])[CH2:9][CH2:10]1)[C:36]1[CH:37]=[CH:38][CH:39]=[CH:40][CH:41]=1. Given the reactants C(OC([N:8]1[CH2:13][CH2:12][C:11]([CH2:35][C:36]2[CH:41]=[CH:40][CH:39]=[CH:38][CH:37]=2)([NH:14][C:15]([C:17]2[C:18]([NH:25][CH2:26][CH:27]3[CH2:34][CH2:33][C:30]4([CH2:32][CH2:31]4)[CH2:29][CH2:28]3)=[N:19][C:20]([C:23]#[N:24])=[N:21][CH:22]=2)=[O:16])[CH2:10][CH2:9]1)=O)(C)(C)C.C(O)(C(F)(F)F)=O.C([O-])([O-])=O.[K+].[K+].[CH:55](I)([CH3:57])[CH3:56], predict the reaction product.